From a dataset of Forward reaction prediction with 1.9M reactions from USPTO patents (1976-2016). Predict the product of the given reaction. (1) Given the reactants [CH2:1]1[C:4]2([O:8][CH2:7][CH2:6][O:5]2)[CH2:3][CH:2]1[C:9]#[N:10].F[C:12]1[CH:17]=[C:16]([C:18]([F:21])([F:20])[F:19])[CH:15]=[CH:14][N:13]=1.C[Si](C)(C)[N-][Si](C)(C)C.[K+], predict the reaction product. The product is: [F:19][C:18]([F:21])([F:20])[C:16]1[CH:15]=[CH:14][N:13]=[C:12]([C:2]2([C:9]#[N:10])[CH2:1][C:4]3([O:8][CH2:7][CH2:6][O:5]3)[CH2:3]2)[CH:17]=1. (2) Given the reactants C[N:2]([CH2:4][N:5]([CH3:7])[CH3:6])[CH3:3].F[C:9](F)(F)C(O)=O.[CH3:15][N:16]1[C:28]2[CH2:27][CH2:26][CH2:25][C:24](=[O:29])[C:23]=2[C:22]2[C:17]1=[CH:18][CH:19]=[CH:20][CH:21]=2.CC1NC=CN=1.[OH-].[Na+], predict the reaction product. The product is: [CH3:15][N:16]1[C:28]2[CH2:27][CH2:26][CH:25]([CH2:7][N:5]3[CH:6]=[CH:3][N:2]=[C:4]3[CH3:9])[C:24](=[O:29])[C:23]=2[C:22]2[C:17]1=[CH:18][CH:19]=[CH:20][CH:21]=2. (3) Given the reactants [C:1]([C:4]1[CH:9]=[CH:8][C:7]([S:10](N)(=[O:12])=[O:11])=[CH:6][CH:5]=1)(=[O:3])[CH3:2].[C:14]([Si](C)(C)C)([F:17])([F:16])[F:15].O.[F-].C([N+:28]([CH2:37][CH2:38][CH2:39][CH3:40])([CH2:33][CH2:34]CC)CCCC)CCC, predict the reaction product. The product is: [F:15][C:14]([F:17])([F:16])[C:1]([C:4]1[CH:5]=[CH:6][C:7]([S:10]([N:28]2[CH2:33][CH2:34][CH2:40][CH2:39][CH2:38][CH2:37]2)(=[O:12])=[O:11])=[CH:8][CH:9]=1)([OH:3])[CH3:2]. (4) Given the reactants [ClH:1].C(OC([N:9]1[CH2:13][C@H:12]([O:14][CH2:15][CH2:16][CH:17]([CH3:19])[CH3:18])[CH2:11][C@@H:10]1[C@H:20]1[O:24]C(C)(C)[N:22]([C:27](=[O:29])[CH3:28])[C@H:21]1[CH2:30][C:31]1[CH:36]=[C:35]([F:37])[CH:34]=[C:33]([F:38])[CH:32]=1)=O)(C)(C)C, predict the reaction product. The product is: [ClH:1].[F:37][C:35]1[CH:36]=[C:31]([CH:32]=[C:33]([F:38])[CH:34]=1)[CH2:30][C@H:21]([NH:22][C:27](=[O:29])[CH3:28])[C@H:20]([OH:24])[C@H:10]1[CH2:11][C@@H:12]([O:14][CH2:15][CH2:16][CH:17]([CH3:18])[CH3:19])[CH2:13][NH:9]1. (5) Given the reactants N1CCC[C@H]1C1C=C(C=O)C=NC=1.[C:14]([O:18][C:19]([N:21](C)[C@@H:22](C)C(N[C@@H](C1CCCCC1)C(O)=O)=O)=[O:20])([CH3:17])([CH3:16])[CH3:15].O.[Cl-].COC1N=C(OC)N=C([N+]2(C)CCOCC2)N=1, predict the reaction product. The product is: [C:14]([O:18][C:19](=[O:20])[NH:21][CH3:22])([CH3:17])([CH3:16])[CH3:15]. (6) Given the reactants [CH2:1]([O:3][C:4](=[O:50])[C:5]([CH3:49])([O:42][C:43]1[CH:48]=[CH:47][CH:46]=[CH:45][CH:44]=1)[CH2:6][C:7]1[CH:12]=[CH:11][C:10]([O:13][CH2:14][CH2:15][CH:16]2[CH2:20][N:19]([CH2:21][C:22]3[CH:27]=[CH:26][C:25]([C:28]([F:31])([F:30])[F:29])=[CH:24][CH:23]=3)[C:18](=[O:32])[N:17]2CC2C=CC(OC)=CC=2)=[CH:9][CH:8]=1)[CH3:2].C([SiH](CC)CC)C, predict the reaction product. The product is: [CH2:1]([O:3][C:4](=[O:50])[C:5]([CH3:49])([O:42][C:43]1[CH:48]=[CH:47][CH:46]=[CH:45][CH:44]=1)[CH2:6][C:7]1[CH:12]=[CH:11][C:10]([O:13][CH2:14][CH2:15][CH:16]2[CH2:20][N:19]([CH2:21][C:22]3[CH:27]=[CH:26][C:25]([C:28]([F:29])([F:30])[F:31])=[CH:24][CH:23]=3)[C:18](=[O:32])[NH:17]2)=[CH:9][CH:8]=1)[CH3:2]. (7) Given the reactants [CH2:1]([OH:4])[CH:2]=O.C([BH3-])#N.[Na+].C([O-])(=O)C.[N+:13]([C:16]1[CH:17]=[C:18]([CH:20]=[CH:21][CH:22]=1)[NH2:19])([O-:15])=[O:14], predict the reaction product. The product is: [N+:13]([C:16]1[CH:17]=[C:18]([NH:19][CH2:2][CH2:1][OH:4])[CH:20]=[CH:21][CH:22]=1)([O-:15])=[O:14].